This data is from Forward reaction prediction with 1.9M reactions from USPTO patents (1976-2016). The task is: Predict the product of the given reaction. (1) Given the reactants [Cl:1][C:2]1[CH:3]=[C:4]([N:9]2[CH:13]([CH3:14])[CH2:12][C:11]([OH:15])=[N:10]2)[CH:5]=[CH:6][C:7]=1[Cl:8].Cl.Cl[CH2:18][CH2:19][N:20]1[CH2:25][CH2:24][O:23][CH2:22][CH2:21]1.C([O-])([O-])=O.[K+].[K+].[Na+].[I-], predict the reaction product. The product is: [Cl:1][C:2]1[CH:3]=[C:4]([N:9]2[C:13]([CH3:14])=[CH:12][C:11]([O:15][CH2:18][CH2:19][N:20]3[CH2:25][CH2:24][O:23][CH2:22][CH2:21]3)=[N:10]2)[CH:5]=[CH:6][C:7]=1[Cl:8]. (2) Given the reactants [CH2:1]([O:8][C:9]([N:11]1[CH2:15][C@@H:14]([F:16])[C@@H:13]([CH2:17]Br)[CH2:12]1)=[O:10])[C:2]1[CH:7]=[CH:6][CH:5]=[CH:4][CH:3]=1.[CH:19]1([NH2:22])[CH2:21][CH2:20]1, predict the reaction product. The product is: [CH2:1]([O:8][C:9]([N:11]1[CH2:15][C@@H:14]([F:16])[C@@H:13]([CH2:17][NH:22][CH:19]2[CH2:21][CH2:20]2)[CH2:12]1)=[O:10])[C:2]1[CH:7]=[CH:6][CH:5]=[CH:4][CH:3]=1. (3) Given the reactants C[O:2][C:3](=[O:31])[CH2:4][C@H:5]1[CH2:10][CH2:9][C@H:8]([C:11]2[CH:16]=[CH:15][C:14]([N:17]3[CH:28]([CH3:29])[CH2:27][C:20]4[N:21]=[C:22]([CH3:26])[N:23]=[C:24]([NH2:25])[C:19]=4[C:18]3=[O:30])=[CH:13][CH:12]=2)[CH2:7][CH2:6]1.[OH-].[Na+], predict the reaction product. The product is: [NH2:25][C:24]1[C:19]2[C:18](=[O:30])[N:17]([C:14]3[CH:15]=[CH:16][C:11]([C@H:8]4[CH2:7][CH2:6][C@H:5]([CH2:4][C:3]([OH:31])=[O:2])[CH2:10][CH2:9]4)=[CH:12][CH:13]=3)[CH:28]([CH3:29])[CH2:27][C:20]=2[N:21]=[C:22]([CH3:26])[N:23]=1.